Task: Predict the product of the given reaction.. Dataset: Forward reaction prediction with 1.9M reactions from USPTO patents (1976-2016) (1) Given the reactants [F:1][C:2]1([F:21])[CH2:5][CH:4]([C:6]2[S:7][CH:8]=[C:9]([C@@H:11]3[CH2:16][CH2:15][CH2:14][CH2:13][C@H:12]3[C:17]([O:19][CH3:20])=[O:18])[N:10]=2)[CH2:3]1.C1C(=O)N([Br:29])C(=O)C1, predict the reaction product. The product is: [Br:29][C:8]1[S:7][C:6]([CH:4]2[CH2:5][C:2]([F:1])([F:21])[CH2:3]2)=[N:10][C:9]=1[C@@H:11]1[CH2:16][CH2:15][CH2:14][CH2:13][C@H:12]1[C:17]([O:19][CH3:20])=[O:18]. (2) Given the reactants C[O:2][C:3]([C:5]1[C:13]2[N:12]=[C:11]([C:14]3[CH:19]=[CH:18][C:17]([C:20]4[CH:25]=[CH:24][CH:23]=[CH:22][CH:21]=4)=[CH:16][CH:15]=3)[NH:10][C:9]=2[CH:8]=[CH:7][CH:6]=1)=[O:4].[OH-].[Na+].Cl, predict the reaction product. The product is: [C:17]1([C:20]2[CH:21]=[CH:22][CH:23]=[CH:24][CH:25]=2)[CH:18]=[CH:19][C:14]([C:11]2[NH:10][C:9]3[CH:8]=[CH:7][CH:6]=[C:5]([C:3]([OH:4])=[O:2])[C:13]=3[N:12]=2)=[CH:15][CH:16]=1. (3) Given the reactants [N:1]1[C:10]2[C:5](=[CH:6][CH:7]=[CH:8][CH:9]=2)[CH:4]=[CH:3][C:2]=1[N:11]1[CH2:16][CH2:15][CH:14]([CH2:17][CH2:18][N:19]2[C:23](=[O:24])[CH2:22][O:21][C:20]2=[O:25])[CH2:13][CH2:12]1.[NH3:26], predict the reaction product. The product is: [N:1]1[C:10]2[C:5](=[CH:6][CH:7]=[CH:8][CH:9]=2)[CH:4]=[CH:3][C:2]=1[N:11]1[CH2:16][CH2:15][CH:14]([CH2:17][CH2:18][NH:19][C:20](=[O:25])[O:21][CH2:22][C:23]([NH2:26])=[O:24])[CH2:13][CH2:12]1. (4) Given the reactants [CH2:1]([OH:34])[C@H:2]1[O:7][C@H:6]([O:8][C@H]2[C@H](O)[C@@H](O)[C@@H]([O:33][C@H:3]3[C@H:4]([OH:32])[C@@H:5]([OH:31])[C@@H:6]([OH:8])[O:7][C@@H:2]3[CH2:1][OH:34])O[C@@H]2CO)[C@H:5]([OH:31])[C@@H:4]([OH:32])[C@@H:3]1[OH:33], predict the reaction product. The product is: [O:8]=[CH:6][C@@H:5]([C@H:4]([C@@H:3]([C@@H:2]([CH2:1][OH:34])[OH:7])[OH:33])[OH:32])[OH:31]. (5) Given the reactants C([O:3][C:4]([C@@:6]12[CH2:24][C@H:23]1[CH:22]=[CH:21][CH2:20][CH2:19][CH2:18][CH2:17][CH2:16][C@H:15]([NH:25][C:26]([O:28][C:29]([CH3:32])([CH3:31])[CH3:30])=[O:27])[C:14](=[O:33])[N:13]1[C@@H:9]([CH2:10][C@@H:11]([O:34][C:35]3[C:44]4[C:39](=[CH:40][C:41]([O:45][CH3:46])=[CH:42][CH:43]=4)[N:38]=[C:37]([C:47]4[CH:52]=[CH:51][CH:50]=[CH:49][CH:48]=4)[CH:36]=3)[CH2:12]1)[C:8](=[O:53])[NH:7]2)=[O:5])C.[Li+].[OH-], predict the reaction product. The product is: [C:29]([O:28][C:26]([NH:25][C@@H:15]1[C:14](=[O:33])[N:13]2[C@@H:9]([CH2:10][C@@H:11]([O:34][C:35]3[C:44]4[C:39](=[CH:40][C:41]([O:45][CH3:46])=[CH:42][CH:43]=4)[N:38]=[C:37]([C:47]4[CH:52]=[CH:51][CH:50]=[CH:49][CH:48]=4)[CH:36]=3)[CH2:12]2)[C:8](=[O:53])[NH:7][C@@:6]2([C:4]([OH:5])=[O:3])[C@@H:23]([CH2:24]2)[CH:22]=[CH:21][CH2:20][CH2:19][CH2:18][CH2:17][CH2:16]1)=[O:27])([CH3:32])([CH3:30])[CH3:31]. (6) Given the reactants [C:1]([O:5][C:6]([N:8]1[CH2:13][CH2:12][N:11]([C:14]2[CH:19]=[C:18](Cl)[N:17]=[C:16]([S:21]([CH3:24])(=[O:23])=[O:22])[N:15]=2)[CH2:10][CH2:9]1)=[O:7])([CH3:4])([CH3:3])[CH3:2].C(O)C.[F:28][C:29]([F:40])([F:39])[C:30]1[CH:31]=[C:32](B(O)O)[CH:33]=[CH:34][CH:35]=1.C(=O)([O-])[O-].[Na+].[Na+], predict the reaction product. The product is: [C:1]([O:5][C:6]([N:8]1[CH2:13][CH2:12][N:11]([C:14]2[CH:19]=[C:18]([C:34]3[CH:33]=[CH:32][CH:31]=[C:30]([C:29]([F:40])([F:39])[F:28])[CH:35]=3)[N:17]=[C:16]([S:21]([CH3:24])(=[O:23])=[O:22])[N:15]=2)[CH2:10][CH2:9]1)=[O:7])([CH3:4])([CH3:3])[CH3:2]. (7) The product is: [CH2:3]([O:5][C:6](=[O:21])[C:7]1[CH:12]=[CH:11][C:10]([CH:13]([C:14]([O:16][C:17]([CH3:20])([CH3:19])[CH3:18])=[O:15])[CH2:27][C:26]2[CH:29]=[CH:30][C:23]([F:22])=[CH:24][CH:25]=2)=[CH:9][CH:8]=1)[CH3:4]. Given the reactants [H-].[Na+].[CH2:3]([O:5][C:6](=[O:21])[C:7]1[CH:12]=[CH:11][C:10]([CH2:13][C:14]([O:16][C:17]([CH3:20])([CH3:19])[CH3:18])=[O:15])=[CH:9][CH:8]=1)[CH3:4].[F:22][C:23]1[CH:30]=[CH:29][C:26]([CH2:27]Br)=[CH:25][CH:24]=1, predict the reaction product. (8) Given the reactants [CH2:1]([C:3]1[CH:8]=[CH:7][C:6]([CH:9]2[CH2:14][N:13]([C:15]([N:17]3[CH2:21][CH2:20][CH2:19][CH2:18]3)=[O:16])[CH2:12][CH:11]([C:22](O)=[O:23])[CH2:10]2)=[CH:5][CH:4]=1)[CH3:2].O[N:26]=[C:27]([C:29]1[CH:34]=[CH:33][CH:32]=[CH:31][CH:30]=1)[NH2:28], predict the reaction product. The product is: [CH2:1]([C:3]1[CH:4]=[CH:5][C:6]([CH:9]2[CH2:10][CH:11]([C:22]3[O:23][N:28]=[C:27]([C:29]4[CH:34]=[CH:33][CH:32]=[CH:31][CH:30]=4)[N:26]=3)[CH2:12][N:13]([C:15]([N:17]3[CH2:21][CH2:20][CH2:19][CH2:18]3)=[O:16])[CH2:14]2)=[CH:7][CH:8]=1)[CH3:2]. (9) Given the reactants [CH2:1]([O:8][C:9]1[C:18](=[O:19])[N:17]2[C:12]([C:13]([CH3:21])([CH3:20])[O:14][CH2:15][CH2:16]2)=[N:11][C:10]=1[C:22](O)=[O:23])[C:2]1[CH:7]=[CH:6][CH:5]=[CH:4][CH:3]=1.[NH2:25][CH2:26][C:27]1[CH:36]=[CH:35][C:34]([F:37])=[CH:33][C:28]=1[C:29]([O:31][CH3:32])=[O:30], predict the reaction product. The product is: [CH2:1]([O:8][C:9]1[C:18](=[O:19])[N:17]2[C:12]([C:13]([CH3:20])([CH3:21])[O:14][CH2:15][CH2:16]2)=[N:11][C:10]=1[C:22]([NH:25][CH2:26][C:27]1[CH:36]=[CH:35][C:34]([F:37])=[CH:33][C:28]=1[C:29]([O:31][CH3:32])=[O:30])=[O:23])[C:2]1[CH:7]=[CH:6][CH:5]=[CH:4][CH:3]=1. (10) The product is: [F:22][C@H:20]1[CH2:21][N:17]([C:15](=[O:16])[C@@H:14]([NH:13][C@@H:8]([C:4]2[CH:3]=[C:2]([C:35]3[CH:40]=[CH:39][C:38]([CH3:44])=[CH:37][CH:36]=3)[CH:7]=[CH:6][CH:5]=2)[C:9]([F:12])([F:11])[F:10])[CH2:27][CH:28]([CH3:30])[CH3:29])[C@@H:18]2[C@@H:25]([OH:26])[CH2:24][O:23][C@H:19]12. Given the reactants Br[C:2]1[CH:3]=[C:4]([C@H:8]([NH:13][C@@H:14]([CH2:27][CH:28]([CH3:30])[CH3:29])[C:15]([N:17]2[CH2:21][C@H:20]([F:22])[C@H:19]3[O:23][CH2:24][C@H:25]([OH:26])[C@@H:18]23)=[O:16])[C:9]([F:12])([F:11])[F:10])[CH:5]=[CH:6][CH:7]=1.CS([C:35]1[CH:40]=[CH:39][C:38](B(O)O)=[CH:37][CH:36]=1)(=O)=O.[C:44](=O)([O-])[O-].[Na+].[Na+], predict the reaction product.